This data is from Peptide-MHC class I binding affinity with 185,985 pairs from IEDB/IMGT. The task is: Regression. Given a peptide amino acid sequence and an MHC pseudo amino acid sequence, predict their binding affinity value. This is MHC class I binding data. (1) The peptide sequence is QLKSRAAVL. The MHC is HLA-B08:03 with pseudo-sequence HLA-B08:03. The binding affinity (normalized) is 0.328. (2) The peptide sequence is GRWMLPQGM. The MHC is HLA-B15:09 with pseudo-sequence HLA-B15:09. The binding affinity (normalized) is 0.0847. (3) The peptide sequence is VSDGGPNLY. The MHC is HLA-B07:02 with pseudo-sequence HLA-B07:02. The binding affinity (normalized) is 0.0847. (4) The peptide sequence is FLMRNAIQY. The MHC is HLA-A01:01 with pseudo-sequence HLA-A01:01. The binding affinity (normalized) is 0.664.